This data is from Experimentally validated miRNA-target interactions with 360,000+ pairs, plus equal number of negative samples. The task is: Binary Classification. Given a miRNA mature sequence and a target amino acid sequence, predict their likelihood of interaction. (1) The miRNA is hsa-miR-5582-5p with sequence UAGGCACACUUAAAGUUAUAGC. The protein sequence of the target gene is MERKGLAARSSGNPSPPALGEGPRPVPPPCVPSGGGAPERGQAGTAAEPAELIRRAHEFKSQGAQCYKDKKFREAIGKYHRALLELKGLLPSQEERDARPASSAGVPKSSRLSEEQSKTVEAIEIDCYNSLAACLLQAELVNYERVKEYCLKVLKKEGENFKALYRSGVAFYHLGDYDKALYYLKEARTRQPTDTNVIRYIQLTEMKLSRCSQREKEAM. Result: 0 (no interaction). (2) The miRNA is hsa-miR-3661 with sequence UGACCUGGGACUCGGACAGCUG. The protein sequence of the target gene is MPHARTETSVGTYESHSTSELEDLTEPEQRELKTKLTKLEAEIVTLRHVLAAKERRCGELKRKLGLTALVGLRQNLSKSWLDVQVSNTYVKQKTSAALSTMGTLICRKLGGVKKSATFRSFEGLMGTIKSKVSGGKRAWP. Result: 0 (no interaction). (3) The miRNA is mmu-miR-7220-5p with sequence GGUGAGCUCUUGGUACCUUGGC. The protein sequence of the target gene is MAAAPLKVCIVGSGNWGSAVAKIIGSNVKTLQKFSSTVKMWVFEETVNGRKLTDIINNDHENVKYLPGHKLPENVVAVPNLSEAVQDADLLVFVIPHQFIHKICDEITGRVPEKALGITLIKGIDEGPDGLKLISDIIREKMGIDISVLMGANIASEVAAEKFCETTIGSKVMQNGLLFKELLQTPNFRITVVDDADTVELCGALKNIVAVGAGFCDGLRCGDNTKAAVIRLGLMEMIAFAKIFCKGQVSTATFLESCGVADLITTCYGGRNRRVAEAFARTGKTIEELEKELLNGQKLQ.... Result: 0 (no interaction). (4) The miRNA is hsa-miR-1199-3p with sequence UGCGGCCGGUGCUCAACCUGC. The protein sequence of the target gene is MSFNLQSSKKLFIFLGKSLFSLLEAMIFALLPKPRKNVAGEIVLITGAGSGLGRLLALQFARLGSVLVLWDINKEGNEETCKMAREAGATRVHAYTCDCSQKEGVYRVADQVKKEVGDVSILINNAGIVTGKKFLDCPDELMEKSFDVNFKAHLWTYKAFLPAMIANDHGHLVCISSSAGLSGVNGLADYCASKFAAFGFAESVFVETFVQKQKGIKTTIVCPFFIKTGMFEGCTTGCPSLLPILEPKYAVEKIVEAILQEKMYLYMPKLLYFMMFLKSFLPLKTGLLIADYLGILHAMD.... Result: 0 (no interaction). (5) The protein sequence of the target gene is MDSRVSELFGGCCRPGGGPAMGGNLKARGAGGSSSCGGPKGKKKNGRNRGGKANNPPYLPPEAEDGNIEYKLKLVNPSQYRFEHLVTQMKWRLQEGRGEAVYQIGVEDNGLLVGLAEEEMRASLKTLHRMAEKVGADITVLREREVDYDSDVPRKITEVLVRKVPDNQQFLDLRVAVLGNVDSGKSTLLGVLTQGELDNGRGRARLNLFRHLHEIQSGRTSSISFEILGFNSKGEVVNYSDSRTAEEICESSSKMITFIDLAGHHKYLHTTIFGLTSYCPDCALLLVSANTGIAGTTREH.... The miRNA is hsa-miR-4741 with sequence CGGGCUGUCCGGAGGGGUCGGCU. Result: 0 (no interaction). (6) The miRNA is hsa-miR-4703-5p with sequence UAGCAAUACAGUACAAAUAUAGU. The protein sequence of the target gene is MFGGLSSWLGLKPPEGAAAEGEEPPSRDGDKLSAGAAPSEESPERPVEPTEEQQQQPPTEDPQFLHQAKGLGNYLYNFASAATKKITESVTETAQTIKKSVEEGKIDDILDKTILGDFQKEQKKFVEEQNTKKSEAAVPPWVESHDEETIQQQILALSADKRNFLRDPPAGVQFNFDFDQMYPVALVMLQEDELLSKMRFALVPKLVKEEVFWRNYFYRISLIKQSAQLTALAAQQQASGKEEKSSNRDDNLPLTEAVRPKTPPVVIKSQLKSQEDEEEISTSPGVSEFVSDAFDTCSLN.... Result: 0 (no interaction). (7) The miRNA is hsa-miR-4516 with sequence GGGAGAAGGGUCGGGGC. The protein sequence of the target gene is MCSHFTQDFLPVQGIEDSFHKLILRRYEKCGHDNLQLRKGCKSMNVCKVQKGVYNGINKCLSNTQSKIFQCNARVKVFSKFANSNKDKTRHTGEKHFKCNECGKSFQKFSDLTQHKGIHAGEKPYTCEERGKDFGWYTDLNQHKKIHTGEKPYKCEECGKAFNRSTNLTAHKRIHNREKAYTGEDRDRAFGWSTNLNEYKKIHTGDKPYKCKECGKAFMHSSHLNKHEKIHTGEKPYKCKECGKVISSSSSFAKHKRIHTGEKPFKCLECGKAFNISTTLTKHRRIHTGEKPYTCEVCGK.... Result: 0 (no interaction).